Task: Predict which catalyst facilitates the given reaction.. Dataset: Catalyst prediction with 721,799 reactions and 888 catalyst types from USPTO (1) Reactant: [CH3:1][C:2](=[O:4])[CH3:3].C[C:6]1[CH:11]=[CH:10][C:9](S(O)(=O)=O)=[CH:8]C=1. Product: [CH3:6][C:11]12[CH2:10][CH:9]1[CH2:8][CH2:3][C:2](=[O:4])[CH2:1]2. The catalyst class is: 581. (2) Reactant: [F:1][C:2]1[CH:3]=[C:4]([Mg]Br)[CH:5]=[C:6]([F:9])[C:7]=1[F:8].Br[C:13]1C=C(F)C(F)=C(F)C=1.[Mg].O=[C:24]1[N:29](C(O)=O)[C@@H:28]([C:33]([OH:35])=[O:34])[CH2:27][CH2:26][CH2:25]1. Product: [CH3:13][O:35][C:33]([C@H:28]1[CH2:27][CH2:26][CH2:25][C@@H:24]([C:4]2[CH:3]=[C:2]([F:1])[C:7]([F:8])=[C:6]([F:9])[CH:5]=2)[NH:29]1)=[O:34]. The catalyst class is: 1. (3) Reactant: [C:1]([N:4]1[C:13]2[C:8](=[CH:9][C:10]([C:14]3[O:18][N:17]=[C:16]([CH2:19][CH2:20][N:21](C(OC(C)(C)C)=O)[CH3:22])[N:15]=3)=[CH:11][CH:12]=2)[C@H:7]([NH:30][C:31](=[O:36])[O:32][CH:33]([CH3:35])[CH3:34])[CH2:6][C@@H:5]1[CH3:37])(=[O:3])[CH3:2].[ClH:38]. Product: [ClH:38].[C:1]([N:4]1[C:13]2[C:8](=[CH:9][C:10]([C:14]3[O:18][N:17]=[C:16]([CH2:19][CH2:20][NH:21][CH3:22])[N:15]=3)=[CH:11][CH:12]=2)[C@H:7]([NH:30][C:31](=[O:36])[O:32][CH:33]([CH3:34])[CH3:35])[CH2:6][C@@H:5]1[CH3:37])(=[O:3])[CH3:2]. The catalyst class is: 12. (4) Reactant: [OH:1][C@@H:2]1[CH2:11][C:10]2[C:5](=[CH:6][C:7]([O:14][CH3:15])=[CH:8][C:9]=2[O:12][CH3:13])[O:4][C@@H:3]1[C:16]1[CH:24]=[CH:23]C(C(O)=O)=[C:18]([O:25][CH3:26])[CH:17]=1.[CH2:27]([N:29]([CH2:32][CH3:33])[CH2:30][CH3:31])[CH3:28].CN(C([O:41]N1N=NC2C=CC=NC1=2)=[N+](C)C)C.F[P-](F)(F)(F)(F)F.C[N:59]1[CH2:64]CNCC1. Product: [OH:1][C@@H:2]1[CH2:11][C:10]2[C:5](=[CH:6][C:7]([O:14][CH3:15])=[CH:8][C:9]=2[O:12][CH3:13])[O:4][C@@H:3]1[C:16]1[CH:24]=[CH:23][C:28]([C:27]([N:29]2[CH2:32][CH2:33][N:59]([CH3:64])[CH2:31][CH2:30]2)=[O:41])=[C:18]([O:25][CH3:26])[CH:17]=1. The catalyst class is: 39.